Dataset: Full USPTO retrosynthesis dataset with 1.9M reactions from patents (1976-2016). Task: Predict the reactants needed to synthesize the given product. (1) Given the product [C:1]([O:5][C:6]([N:8]1[CH2:13][CH2:12][C@@H:11]([O:14][CH3:22])[C@@H:10]([F:15])[CH2:9]1)=[O:7])([CH3:4])([CH3:2])[CH3:3], predict the reactants needed to synthesize it. The reactants are: [C:1]([O:5][C:6]([N:8]1[CH2:13][CH2:12][C@@H:11]([OH:14])[C@@H:10]([F:15])[CH2:9]1)=[O:7])([CH3:4])([CH3:3])[CH3:2].[H-].[Na+].S(OC)(O[CH3:22])(=O)=O. (2) Given the product [OH:1][C:2]1[C:3]([N+:18]([O-:20])=[O:19])=[C:4]([CH:13]=[CH:14][C:15]=1[OH:16])[C:5]([C:7]1[CH:8]=[CH:9][CH:10]=[CH:11][CH:12]=1)=[O:6], predict the reactants needed to synthesize it. The reactants are: [OH:1][C:2]1[C:3]([N+:18]([O-:20])=[O:19])=[C:4]([CH:13]=[CH:14][C:15]=1[O:16]C)[C:5]([C:7]1[CH:12]=[CH:11][CH:10]=[CH:9][CH:8]=1)=[O:6].[Cl-].[Al+3].[Cl-].[Cl-].N1C=CC=CC=1.Cl. (3) Given the product [C:1]([O:5][C:6]([N:8]1[CH2:9][CH2:10][N:11]([C:14]2[N:22]([CH2:23][C:24]#[C:25][CH3:26])[C:21]3[C:20](=[O:27])[NH:19][C:18](=[O:36])[NH:17][C:16]=3[N:15]=2)[CH2:12][CH2:13]1)=[O:7])([CH3:4])([CH3:2])[CH3:3], predict the reactants needed to synthesize it. The reactants are: [C:1]([O:5][C:6]([N:8]1[CH2:13][CH2:12][N:11]([C:14]2[N:22]([CH2:23][C:24]#[C:25][CH3:26])[C:21]3[C:20](=[O:27])[N:19](COC(=O)C(C)(C)C)[C:18](=[O:36])[N:17](COC(=O)C(C)(C)C)[C:16]=3[N:15]=2)[CH2:10][CH2:9]1)=[O:7])([CH3:4])([CH3:3])[CH3:2].[H-].[Na+].Cl. (4) Given the product [C:17]([O:16][C:14](=[O:15])[NH:13][C@@:8]1([C:6](=[O:7])[NH:33][C:30]2[CH:31]=[CH:32][C:25]3[CH2:24][CH2:23][N:22]([CH3:21])[CH2:28][CH2:27][C:26]=3[CH:29]=2)[CH2:12][CH2:11][O:10][CH2:9]1)([CH3:18])([CH3:19])[CH3:20], predict the reactants needed to synthesize it. The reactants are: C(O[C:6]([C@:8]1([NH:13][C:14]([O:16][C:17]([CH3:20])([CH3:19])[CH3:18])=[O:15])[CH2:12][CH2:11][O:10][CH2:9]1)=[O:7])CCC.[CH3:21][N:22]1[CH2:28][CH2:27][C:26]2[CH:29]=[C:30]([NH2:33])[CH:31]=[CH:32][C:25]=2[CH2:24][CH2:23]1.[Li+].C[Si]([N-][Si](C)(C)C)(C)C.[NH4+].[Cl-]. (5) Given the product [O:12]1[C:7]2[CH:6]=[CH:5][C:4]([NH2:1])=[CH:13][C:8]=2[NH:9][CH2:10][CH2:11]1, predict the reactants needed to synthesize it. The reactants are: [N+:1]([C:4]1[CH:5]=[CH:6][C:7]2[O:12][CH2:11][CH2:10][NH:9][C:8]=2[CH:13]=1)([O-])=O. (6) Given the product [Cl:1][C:2]1[CH:11]=[C:10]([O:12][CH:14]([CH3:16])[CH3:15])[CH:9]=[CH:8][C:3]=1[C:4]([O:6][CH3:7])=[O:5], predict the reactants needed to synthesize it. The reactants are: [Cl:1][C:2]1[CH:11]=[C:10]([OH:12])[CH:9]=[CH:8][C:3]=1[C:4]([O:6][CH3:7])=[O:5].Br[CH:14]([CH3:16])[CH3:15].C(=O)([O-])[O-].[K+].[K+].